Dataset: Catalyst prediction with 721,799 reactions and 888 catalyst types from USPTO. Task: Predict which catalyst facilitates the given reaction. (1) Reactant: [NH:1]1[C:9]2[C:4](=[CH:5][C:6]([C:10]([OH:12])=O)=[CH:7][CH:8]=2)[CH:3]=[N:2]1.[CH2:13]([N:20]1[CH2:25][CH2:24][CH:23]([NH:26][CH3:27])[CH2:22][CH2:21]1)[C:14]1[CH:19]=[CH:18][CH:17]=[CH:16][CH:15]=1.C(N(CC)CC)C.Cl.C(N=C=NCCCN(C)C)C.OC1C2N=NNC=2C=CC=1.C(=O)([O-])O.[Na+]. Product: [CH2:13]([N:20]1[CH2:25][CH2:24][CH:23]([N:26]([CH3:27])[C:10]([C:6]2[CH:5]=[C:4]3[C:9](=[CH:8][CH:7]=2)[NH:1][N:2]=[CH:3]3)=[O:12])[CH2:22][CH2:21]1)[C:14]1[CH:15]=[CH:16][CH:17]=[CH:18][CH:19]=1. The catalyst class is: 9. (2) Reactant: [CH:1]([C:4]1[C:5](=[O:22])[NH:6][C:7](=[O:21])[NH:8][C:9]=1[C:10](=[O:20])[C:11]1[CH:16]=[C:15]([CH3:17])[CH:14]=[C:13]([C:18]#[N:19])[CH:12]=1)([CH3:3])[CH3:2].[Cl:23][C:24]1[N:29]=[C:28]([Cl:30])[CH:27]=[C:26]([CH2:31]Cl)[N:25]=1.C(=O)([O-])[O-].[K+].[K+].[I-].[Li+]. Product: [Cl:23][C:24]1[N:25]=[C:26]([CH2:31][N:8]2[C:9]([C:10]([C:11]3[CH:12]=[C:13]([CH:14]=[C:15]([CH3:17])[CH:16]=3)[C:18]#[N:19])=[O:20])=[C:4]([CH:1]([CH3:3])[CH3:2])[C:5](=[O:22])[NH:6][C:7]2=[O:21])[CH:27]=[C:28]([Cl:30])[N:29]=1. The catalyst class is: 3. (3) Reactant: [S:1]1[CH:5]=[CH:4][CH:3]=[C:2]1[C:6]([NH:8][NH2:9])=[O:7].[CH2:10]([N:17]=[C:18]=[S:19])[C:11]1[CH:16]=[CH:15][CH:14]=[CH:13][CH:12]=1. Product: [CH2:10]([NH:17][C:18]([NH:9][NH:8][C:6]([C:2]1[S:1][CH:5]=[CH:4][CH:3]=1)=[O:7])=[S:19])[C:11]1[CH:16]=[CH:15][CH:14]=[CH:13][CH:12]=1. The catalyst class is: 10.